This data is from Peptide-MHC class I binding affinity with 185,985 pairs from IEDB/IMGT. The task is: Regression. Given a peptide amino acid sequence and an MHC pseudo amino acid sequence, predict their binding affinity value. This is MHC class I binding data. (1) The peptide sequence is PTDYAKPQY. The MHC is HLA-B57:01 with pseudo-sequence HLA-B57:01. The binding affinity (normalized) is 0.0847. (2) The peptide sequence is FVRELLTEV. The MHC is HLA-A02:06 with pseudo-sequence HLA-A02:06. The binding affinity (normalized) is 1.00. (3) The peptide sequence is RRELSKEKL. The MHC is HLA-A03:01 with pseudo-sequence HLA-A03:01. The binding affinity (normalized) is 0.0847. (4) The peptide sequence is GDRWFLNRFT. The MHC is HLA-B44:02 with pseudo-sequence HLA-B44:02. The binding affinity (normalized) is 0. (5) The peptide sequence is SPVTVKNVF. The MHC is HLA-B51:01 with pseudo-sequence HLA-B51:01. The binding affinity (normalized) is 0. (6) The peptide sequence is WPTPKTHPV. The MHC is HLA-B58:01 with pseudo-sequence HLA-B58:01. The binding affinity (normalized) is 0.213. (7) The peptide sequence is RVQFIPGQR. The MHC is HLA-B15:01 with pseudo-sequence HLA-B15:01. The binding affinity (normalized) is 0.0847. (8) The peptide sequence is ELAPIRVNA. The MHC is HLA-B27:03 with pseudo-sequence HLA-B27:03. The binding affinity (normalized) is 0.0847. (9) The peptide sequence is AERGPGQML. The MHC is HLA-A24:02 with pseudo-sequence HLA-A24:02. The binding affinity (normalized) is 0. (10) The peptide sequence is VSFIEFVGW. The MHC is HLA-A33:01 with pseudo-sequence HLA-A33:01. The binding affinity (normalized) is 0.139.